Predict the reactants needed to synthesize the given product. From a dataset of Full USPTO retrosynthesis dataset with 1.9M reactions from patents (1976-2016). (1) Given the product [N:7]1([C:10]2[CH:11]=[CH:12][C:13]([NH:14][C:15]3[N:20]=[C:19]([C:21]4[N:25]([CH:26]([CH3:28])[CH3:27])[C:24]([CH3:29])=[N:23][CH:22]=4)[C:18]([Cl:30])=[CH:17][N:16]=3)=[CH:31][CH:32]=2)[CH2:8][CH2:9][NH:4][CH2:5][CH2:6]1, predict the reactants needed to synthesize it. The reactants are: C([N:4]1[CH2:9][CH2:8][N:7]([C:10]2[CH:32]=[CH:31][C:13]([NH:14][C:15]3[N:20]=[C:19]([C:21]4[N:25]([CH:26]([CH3:28])[CH3:27])[C:24]([CH3:29])=[N:23][CH:22]=4)[C:18]([Cl:30])=[CH:17][N:16]=3)=[CH:12][CH:11]=2)[CH2:6][CH2:5]1)(=O)C. (2) Given the product [C:11]([C:8]1([C:5]2[CH:4]=[CH:3][C:2]([NH:1][C:13]([N:29]3[CH2:30][C@H:25]([CH3:24])[N:26]([C:32]4[CH:39]=[C:38]([O:40][CH3:41])[C:35]([C:36]#[N:37])=[C:34]([F:42])[CH:33]=4)[CH2:27][C@H:28]3[CH3:31])=[O:14])=[CH:7][CH:6]=2)[CH2:9][CH2:10]1)#[N:12], predict the reactants needed to synthesize it. The reactants are: [NH2:1][C:2]1[CH:7]=[CH:6][C:5]([C:8]2([C:11]#[N:12])[CH2:10][CH2:9]2)=[CH:4][CH:3]=1.[C:13](=O)(OC1C=CC=CC=1)[O:14]Cl.[CH3:24][C@H:25]1[CH2:30][NH:29][C@H:28]([CH3:31])[CH2:27][N:26]1[C:32]1[CH:39]=[C:38]([O:40][CH3:41])[C:35]([C:36]#[N:37])=[C:34]([F:42])[CH:33]=1. (3) The reactants are: C[O:2][C:3](=[O:23])[C:4]1[CH:9]=[C:8]([N:10]2[CH:14]=[N:13][N:12]=[N:11]2)[CH:7]=[C:6]([C:15]2[C:20]([O:21][CH3:22])=[CH:19][CH:18]=[CH:17][N:16]=2)[CH:5]=1.C1COCC1.O[Li].O. Given the product [CH3:22][O:21][C:20]1[C:15]([C:6]2[CH:5]=[C:4]([CH:9]=[C:8]([N:10]3[CH:14]=[N:13][N:12]=[N:11]3)[CH:7]=2)[C:3]([OH:23])=[O:2])=[N:16][CH:17]=[CH:18][CH:19]=1, predict the reactants needed to synthesize it. (4) Given the product [N+:1]([C:4]1[CH:9]=[CH:8][CH:7]=[CH:6][C:5]=1[CH2:10][C:11]([O:13][CH2:14][CH2:15][CH2:16][CH3:17])=[O:12])([O-:3])=[O:2], predict the reactants needed to synthesize it. The reactants are: [N+:1]([C:4]1[CH:9]=[CH:8][CH:7]=[CH:6][C:5]=1[CH2:10][C:11]([OH:13])=[O:12])([O-:3])=[O:2].[CH2:14](O)[CH2:15][CH2:16][CH3:17].S(=O)(=O)(O)O.[OH-].[NH4+]. (5) Given the product [F:27][C:26]([F:29])([F:28])[CH2:25][CH2:24][CH2:23][N:1]1[CH2:2][CH2:3][C:4]2([O:11][C:10]3[C:12]4[C:17]([C:18](=[O:21])[C:19](=[O:20])[C:9]=3[S:8][CH2:7]2)=[CH:16][CH:15]=[CH:14][CH:13]=4)[CH2:5][CH2:6]1, predict the reactants needed to synthesize it. The reactants are: [NH:1]1[CH2:6][CH2:5][C:4]2([O:11][C:10]3[C:12]4[C:17]([C:18](=[O:21])[C:19](=[O:20])[C:9]=3[S:8][CH2:7]2)=[CH:16][CH:15]=[CH:14][CH:13]=4)[CH2:3][CH2:2]1.Br[CH2:23][CH2:24][CH2:25][C:26]([F:29])([F:28])[F:27]. (6) Given the product [F:74][CH:48]([F:47])[C:49]1[CH:50]=[C:51]([C:57]2[C:66]3[C:61](=[CH:62][CH:63]=[C:64]([O:68][C@H:69]4[CH2:73][CH2:72][N:71]([C:13]([C@@H:10]5[CH2:11][CH2:12][N:8]([C:6](=[O:7])[CH3:16])[CH2:9]5)=[O:15])[CH2:70]4)[C:65]=3[CH3:67])[N:60]=[CH:59][CH:58]=2)[CH:52]=[N:53][C:54]=1[O:55][CH3:56], predict the reactants needed to synthesize it. The reactants are: C(O[C:6]([N:8]1[CH2:12][CH2:11][C@@H:10]([C:13]([OH:15])=O)[CH2:9]1)=[O:7])(C)(C)C.[CH3:16]N(C(ON1N=NC2C=CC=CC1=2)=[N+](C)C)C.F[P-](F)(F)(F)(F)F.CCN(CC)CC.[F:47][CH:48]([F:74])[C:49]1[CH:50]=[C:51]([C:57]2[C:66]3[C:61](=[CH:62][CH:63]=[C:64]([O:68][C@H:69]4[CH2:73][CH2:72][NH:71][CH2:70]4)[C:65]=3[CH3:67])[N:60]=[CH:59][CH:58]=2)[CH:52]=[N:53][C:54]=1[O:55][CH3:56].C(O)(C(F)(F)F)=O.C(Cl)(=O)C. (7) Given the product [F:23][CH:2]([F:1])[CH2:3][N:4]1[CH2:9][CH2:8][N:7]([CH2:10][CH2:11][OH:12])[CH2:6][CH2:5]1, predict the reactants needed to synthesize it. The reactants are: [F:1][CH:2]([F:23])[CH2:3][N:4]1[CH2:9][CH2:8][N:7]([CH2:10][CH2:11][O:12][Si](C(C)C)(C(C)C)C(C)C)[CH2:6][CH2:5]1.